From a dataset of Catalyst prediction with 721,799 reactions and 888 catalyst types from USPTO. Predict which catalyst facilitates the given reaction. (1) Reactant: [H-].[Na+].[Br:3][C:4]1[CH:5]=[C:6]([F:14])[CH:7]=[C:8]2[C:12]=1[NH:11][CH:10]=[C:9]2[CH3:13].[F:15][C:16]1[CH:17]=[C:18]([CH:21]=[CH:22][C:23]=1[F:24])[CH2:19]Br.Cl.O.CCOCC. Product: [Br:3][C:4]1[CH:5]=[C:6]([F:14])[CH:7]=[C:8]2[C:12]=1[N:11]([CH2:19][C:18]1[CH:21]=[CH:22][C:23]([F:24])=[C:16]([F:15])[CH:17]=1)[CH:10]=[C:9]2[CH3:13]. The catalyst class is: 3. (2) Reactant: [C:1]([O:5][C:6]([N:8]([CH3:17])[CH2:9][CH2:10][C:11](=[O:16])[C:12]([O:14][CH3:15])=[O:13])=[O:7])([CH3:4])([CH3:3])[CH3:2].[C:18]([Mg]Br)#[CH:19].C1COCC1. Product: [C:1]([O:5][C:6]([N:8]([CH3:17])[CH2:9][CH2:10][C:11]([OH:16])([C:18]#[CH:19])[C:12]([O:14][CH3:15])=[O:13])=[O:7])([CH3:2])([CH3:4])[CH3:3]. The catalyst class is: 7. (3) Reactant: [C:1]12([NH:11][CH2:12][C:13]3[CH:18]=[CH:17][C:16](/[CH:19]=[CH:20]/[C:21]([O:23]C)=[O:22])=[CH:15][CH:14]=3)[CH2:10][CH:5]3[CH2:6][CH:7]([CH2:9][CH:3]([CH2:4]3)[CH2:2]1)[CH2:8]2.[OH-].[Na+].Cl. Product: [C:1]12([NH:11][CH2:12][C:13]3[CH:18]=[CH:17][C:16](/[CH:19]=[CH:20]/[C:21]([OH:23])=[O:22])=[CH:15][CH:14]=3)[CH2:2][CH:3]3[CH2:9][CH:7]([CH2:6][CH:5]([CH2:4]3)[CH2:10]1)[CH2:8]2. The catalyst class is: 24. (4) Reactant: [C:1]([O:5][C:6]([NH:8][CH2:9][C:10]1[CH:15]=[CH:14][C:13]([N:16]2[C:22]3[CH:23]=[CH:24][CH:25]=[CH:26][C:21]=3[N:20]([CH2:27][C:28]3[CH:33]=[CH:32][C:31]([N+:34]([O-])=O)=[CH:30][CH:29]=3)[C:19](=[O:37])[CH2:18][C:17]2=[O:38])=[CH:12][CH:11]=1)=[O:7])([CH3:4])([CH3:3])[CH3:2]. Product: [NH2:34][C:31]1[CH:30]=[CH:29][C:28]([CH2:27][N:20]2[C:21]3[CH:26]=[CH:25][CH:24]=[CH:23][C:22]=3[N:16]([C:13]3[CH:14]=[CH:15][C:10]([CH2:9][NH:8][C:6]([O:5][C:1]([CH3:4])([CH3:2])[CH3:3])=[O:7])=[CH:11][CH:12]=3)[C:17](=[O:38])[CH2:18][C:19]2=[O:37])=[CH:33][CH:32]=1. The catalyst class is: 43. (5) Reactant: Cl.Cl.N[C@H]1CCN(CC(C2CCCC[C@H]2O)C2C=CC=C([Cl:17])C=2)C1.[Cl:25][C:26]1[CH:27]=[C:28]([C@@H:32]([C:48]2([OH:54])[CH2:53][CH2:52][CH2:51][CH2:50][CH2:49]2)[C:33]([N:35]2[CH2:39][CH2:38][C@H:37]([NH:40]C(=O)OC(C)(C)C)[CH2:36]2)=O)[CH:29]=[CH:30][CH:31]=1. Product: [ClH:17].[ClH:25].[NH2:40][C@H:37]1[CH2:38][CH2:39][N:35]([CH2:33][C@H:32]([C:48]2([OH:54])[CH2:53][CH2:52][CH2:51][CH2:50][CH2:49]2)[C:28]2[CH:29]=[CH:30][CH:31]=[C:26]([Cl:25])[CH:27]=2)[CH2:36]1. The catalyst class is: 5. (6) Reactant: [CH2:1]1[C:10]2[C:5](=[CH:6][CH:7]=[CH:8][C:9]=2[C:11](OC)=[O:12])[CH2:4][CH2:3][C:2]21[O:18][CH2:17][CH2:16][O:15]2.CC(C[AlH]CC(C)C)C. Product: [CH2:1]1[C:10]2[C:5](=[CH:6][CH:7]=[CH:8][C:9]=2[CH2:11][OH:12])[CH2:4][CH2:3][C:2]21[O:15][CH2:16][CH2:17][O:18]2. The catalyst class is: 1. (7) Reactant: S(C1C=CC(C)=CC=1)(O)(=O)=O.[CH:12]12[CH2:27][CH:23]([CH2:24][NH:25][CH2:26]1)[C:22]1[CH:21]=[C:20]3[C:15]([N:16]=[CH:17][CH:18]=[N:19]3)=[CH:14][C:13]2=1.N. Product: [CH:23]12[CH2:27][CH:12]([CH2:26][NH:25][CH2:24]1)[C:13]1[CH:14]=[C:15]3[C:20]([N:19]=[CH:18][CH:17]=[N:16]3)=[CH:21][C:22]2=1. The catalyst class is: 6. (8) The catalyst class is: 65. Product: [NH2:1][C:2]1[C:11]2[N:12]=[C:13]([CH2:39][CH2:40][O:41][CH3:42])[N:14]([CH2:15][CH2:16][CH2:17][CH2:18][N:19]([CH2:25][C:26]3[CH:27]=[C:28]([CH:36]=[CH:37][CH:38]=3)[O:29][C:30]([CH3:35])([CH3:34])[C:31]([O:33][CH3:43])=[O:32])[CH2:20][CH2:21][N:22]([CH3:24])[CH3:23])[C:10]=2[C:9]2[CH:8]=[CH:7][CH:6]=[CH:5][C:4]=2[N:3]=1. Reactant: [NH2:1][C:2]1[C:11]2[N:12]=[C:13]([CH2:39][CH2:40][O:41][CH3:42])[N:14]([CH2:15][CH2:16][CH2:17][CH2:18][N:19]([CH2:25][C:26]3[CH:27]=[C:28]([CH:36]=[CH:37][CH:38]=3)[O:29][C:30]([CH3:35])([CH3:34])[C:31]([OH:33])=[O:32])[CH2:20][CH2:21][N:22]([CH3:24])[CH3:23])[C:10]=2[C:9]2[CH:8]=[CH:7][CH:6]=[CH:5][C:4]=2[N:3]=1.[CH3:43]O.